This data is from Catalyst prediction with 721,799 reactions and 888 catalyst types from USPTO. The task is: Predict which catalyst facilitates the given reaction. (1) Reactant: [C:1](Cl)(=O)C(Cl)=O.[CH2:7]([O:14][C:15]1[CH:16]=[C:17]2[C:22](=[CH:23][CH:24]=1)[C:21]([C:25]([OH:27])=[O:26])=[CH:20][CH:19]=[C:18]2[N:28]([CH2:36][C:37]1[CH:42]=[CH:41][CH:40]=[CH:39][CH:38]=1)[CH2:29][C:30]1[CH:35]=[CH:34][CH:33]=[CH:32][CH:31]=1)[C:8]1[CH:13]=[CH:12][CH:11]=[CH:10][CH:9]=1.CO. Product: [CH2:7]([O:14][C:15]1[CH:16]=[C:17]2[C:22](=[CH:23][CH:24]=1)[C:21]([C:25]([O:27][CH3:1])=[O:26])=[CH:20][CH:19]=[C:18]2[N:28]([CH2:36][C:37]1[CH:42]=[CH:41][CH:40]=[CH:39][CH:38]=1)[CH2:29][C:30]1[CH:31]=[CH:32][CH:33]=[CH:34][CH:35]=1)[C:8]1[CH:9]=[CH:10][CH:11]=[CH:12][CH:13]=1. The catalyst class is: 139. (2) Reactant: [Li+].C[Si]([N-][Si](C)(C)C)(C)C.[Cl:11][C:12]1[CH:17]=[CH:16][CH:15]=[CH:14][C:13]=1[NH2:18].[Br:19][C:20]1[C:21]([F:31])=[C:22]([F:30])[C:23](F)=[C:24]([CH:28]=1)[C:25]([OH:27])=[O:26]. Product: [Br:19][C:20]1[C:21]([F:31])=[C:22]([F:30])[C:23]([NH:18][C:13]2[CH:14]=[CH:15][CH:16]=[CH:17][C:12]=2[Cl:11])=[C:24]([CH:28]=1)[C:25]([OH:27])=[O:26]. The catalyst class is: 1. (3) Reactant: C[O:2][C:3]([C:5]1[CH:6]2[N:31]([C:32]([O:34][C:35]([CH3:38])([CH3:37])[CH3:36])=[O:33])[CH:9]([CH2:10][C:11]=1[C:12]1[CH:17]=[CH:16][C:15]([CH2:18][CH2:19][CH2:20][O:21][C:22]3[C:27]([F:28])=[CH:26][CH:25]=[C:24]([F:29])[C:23]=3[Cl:30])=[CH:14][CH:13]=1)[CH2:8][CH2:7]2)=[O:4].[OH-].[Na+]. Product: [C:35]([O:34][C:32]([N:31]1[CH:9]2[CH2:8][CH2:7][CH:6]1[C:5]([C:3]([OH:4])=[O:2])=[C:11]([C:12]1[CH:17]=[CH:16][C:15]([CH2:18][CH2:19][CH2:20][O:21][C:22]3[C:27]([F:28])=[CH:26][CH:25]=[C:24]([F:29])[C:23]=3[Cl:30])=[CH:14][CH:13]=1)[CH2:10]2)=[O:33])([CH3:38])([CH3:36])[CH3:37]. The catalyst class is: 14. (4) Reactant: [CH3:1][C:2]1[CH:3]=[C:4]([NH:9][C:10]2[N:15]=[C:14]([N:16]3[CH:20]=[CH:19][C:18]([C:21]([F:24])([F:23])[F:22])=[N:17]3)[C:13]([C:25]3[CH:26]=[C:27]([C:33](O)=[O:34])[C:28]([O:31][CH3:32])=[N:29][CH:30]=3)=[CH:12][N:11]=2)[CH:5]=[C:6]([CH3:8])[CH:7]=1.[CH2:36]([S:38]([NH2:41])(=[O:40])=[O:39])[CH3:37].C(N(CC)CC)C.[I-].ClC1C=CC=C[N+]=1C. Product: [CH3:8][C:6]1[CH:5]=[C:4]([NH:9][C:10]2[N:15]=[C:14]([N:16]3[CH:20]=[CH:19][C:18]([C:21]([F:23])([F:22])[F:24])=[N:17]3)[C:13]([C:25]3[CH:26]=[C:27]([C:33]([NH:41][S:38]([CH2:36][CH3:37])(=[O:40])=[O:39])=[O:34])[C:28]([O:31][CH3:32])=[N:29][CH:30]=3)=[CH:12][N:11]=2)[CH:3]=[C:2]([CH3:1])[CH:7]=1. The catalyst class is: 143. (5) Reactant: Br[C:2]1[C:7]2[S:8][C:9]([C:11]3[C:16]([Cl:17])=[CH:15][CH:14]=[CH:13][C:12]=3[Cl:18])=[N:10][C:6]=2[C:5]([F:19])=[CH:4][N:3]=1.[CH3:20][C:21]1[N:26]=[CH:25][N:24]=[C:23]([NH2:27])[CH:22]=1.CC1(C)C2C(=C(P(C3C=CC=CC=3)C3C=CC=CC=3)C=CC=2)OC2C(P(C3C=CC=CC=3)C3C=CC=CC=3)=CC=CC1=2.C([O-])([O-])=O.[Cs+].[Cs+]. Product: [Cl:18][C:12]1[CH:13]=[CH:14][CH:15]=[C:16]([Cl:17])[C:11]=1[C:9]1[S:8][C:7]2[C:2]([NH:27][C:23]3[CH:22]=[C:21]([CH3:20])[N:26]=[CH:25][N:24]=3)=[N:3][CH:4]=[C:5]([F:19])[C:6]=2[N:10]=1. The catalyst class is: 62. (6) Reactant: [I:1][C:2]1[CH:17]=[CH:16][C:5]([C:6]([NH2:15])=[N:7][C:8]2[CH:9]=[N:10][C:11]([CH3:14])=[CH:12][CH:13]=2)=[CH:4][CH:3]=1.Br[CH2:19][C:20]([C:22]1[S:23][CH:24]=[C:25]([CH3:27])[N:26]=1)=O.C([O-])(O)=O.[Na+]. Product: [I:1][C:2]1[CH:17]=[CH:16][C:5]([C:6]2[N:7]([C:8]3[CH:13]=[CH:12][C:11]([CH3:14])=[N:10][CH:9]=3)[CH:19]=[C:20]([C:22]3[S:23][CH:24]=[C:25]([CH3:27])[N:26]=3)[N:15]=2)=[CH:4][CH:3]=1. The catalyst class is: 32. (7) Reactant: [Cl:1][C:2]1[CH:31]=[C:30]([Cl:32])[CH:29]=[CH:28][C:3]=1[O:4][C:5]1[CH:10]=[CH:9][CH:8]=[CH:7][C:6]=1[NH:11][S:12]([C:15]1[CH:27]=[CH:26][C:18]([C:19]([NH:21][CH2:22][C:23](O)=[O:24])=[O:20])=[CH:17][CH:16]=1)(=[O:14])=[O:13].[CH3:33][N:34]([CH3:37])[CH:35]=O.[CH3:38][N:39](C(ON1N=NC2C=CC=CC1=2)=[N+](C)C)[CH3:40].F[P-](F)(F)(F)(F)F.[CH2:62]([N:64]([CH2:67][CH3:68])[CH2:65]C)[CH3:63]. Product: [Cl:1][C:2]1[CH:31]=[C:30]([Cl:32])[CH:29]=[CH:28][C:3]=1[O:4][C:5]1[CH:10]=[CH:9][CH:8]=[CH:7][C:6]=1[NH:11][S:12]([C:15]1[CH:16]=[CH:17][C:18]([C:19]([NH:21][CH2:22][C:23](=[O:24])[N:39]2[CH2:40][CH2:35][N:34]([CH2:37][CH2:65][N:64]3[CH2:67][CH2:68][CH2:63][CH2:62]3)[CH2:33][CH2:38]2)=[O:20])=[CH:26][CH:27]=1)(=[O:14])=[O:13]. The catalyst class is: 4. (8) Reactant: [CH:1]1([NH2:6])[CH2:5][CH2:4][CH2:3][CH2:2]1.C(=O)([O-])[O-].[K+].[K+].[Cl:13][C:14]1[CH:21]=[CH:20][C:17]([C:18]#[N:19])=[C:16](F)[CH:15]=1. Product: [Cl:13][C:14]1[CH:21]=[CH:20][C:17]([C:18]#[N:19])=[C:16]([NH:6][CH:1]2[CH2:5][CH2:4][CH2:3][CH2:2]2)[CH:15]=1. The catalyst class is: 3. (9) Reactant: [C:1]1([CH:8]=[CH:7][CH:6]=[C:4]([OH:5])[CH:3]=1)O.[BrH:9].C(O)(=[O:12])C.[C:14]([CH:17]1[CH2:22][CH2:21]O[C:18]1=[O:19])(=O)[CH3:15]. Product: [Br:9][CH2:21][CH2:22][C:17]1[C:18](=[O:19])[O:5][C:4]2[C:6]([C:14]=1[CH3:15])=[CH:7][C:8]([OH:12])=[CH:1][CH:3]=2. The catalyst class is: 6. (10) Reactant: [C:1]([O:5][C@@H:6]([C:12]1[C:13]([CH3:34])=[N:14][C:15]([CH3:33])=[C:16]([C:26]2[CH:31]=[CH:30][C:29]([OH:32])=[CH:28][CH:27]=2)[C:17]=1[N:18]1[CH2:23][CH2:22][C:21]([CH3:25])([CH3:24])[CH2:20][CH2:19]1)[C:7]([O:9]CC)=[O:8])([CH3:4])([CH3:3])[CH3:2].[S:35]1[C:39]([CH2:40]O)=[CH:38][N:37]=[CH:36]1.C1C=CC(P(C2C=CC=CC=2)C2C=CC=CC=2)=CC=1.CCOC(/N=N/C(OCC)=O)=O.[OH-].[Na+]. Product: [C:1]([O:5][C@@H:6]([C:12]1[C:13]([CH3:34])=[N:14][C:15]([CH3:33])=[C:16]([C:26]2[CH:27]=[CH:28][C:29]([O:32][CH2:40][C:39]3[S:35][CH:36]=[N:37][CH:38]=3)=[CH:30][CH:31]=2)[C:17]=1[N:18]1[CH2:19][CH2:20][C:21]([CH3:25])([CH3:24])[CH2:22][CH2:23]1)[C:7]([OH:9])=[O:8])([CH3:3])([CH3:2])[CH3:4]. The catalyst class is: 36.